This data is from NCI-60 drug combinations with 297,098 pairs across 59 cell lines. The task is: Regression. Given two drug SMILES strings and cell line genomic features, predict the synergy score measuring deviation from expected non-interaction effect. (1) Drug 1: C1=CC(=CC=C1CC(C(=O)O)N)N(CCCl)CCCl.Cl. Drug 2: CS(=O)(=O)CCNCC1=CC=C(O1)C2=CC3=C(C=C2)N=CN=C3NC4=CC(=C(C=C4)OCC5=CC(=CC=C5)F)Cl. Cell line: OVCAR-4. Synergy scores: CSS=4.01, Synergy_ZIP=-0.161, Synergy_Bliss=2.00, Synergy_Loewe=-5.49, Synergy_HSA=-1.67. (2) Drug 1: C1=CC(=CC=C1CCCC(=O)O)N(CCCl)CCCl. Drug 2: C1CC(=O)NC(=O)C1N2C(=O)C3=CC=CC=C3C2=O. Cell line: NCI-H522. Synergy scores: CSS=19.0, Synergy_ZIP=-3.30, Synergy_Bliss=-1.57, Synergy_Loewe=-5.00, Synergy_HSA=-2.11. (3) Drug 1: COC1=C(C=C2C(=C1)N=CN=C2NC3=CC(=C(C=C3)F)Cl)OCCCN4CCOCC4. Drug 2: CC1CCC2CC(C(=CC=CC=CC(CC(C(=O)C(C(C(=CC(C(=O)CC(OC(=O)C3CCCCN3C(=O)C(=O)C1(O2)O)C(C)CC4CCC(C(C4)OC)OCCO)C)C)O)OC)C)C)C)OC. Cell line: SK-MEL-5. Synergy scores: CSS=43.2, Synergy_ZIP=2.53, Synergy_Bliss=5.20, Synergy_Loewe=5.09, Synergy_HSA=6.13. (4) Drug 1: CN1CCC(CC1)COC2=C(C=C3C(=C2)N=CN=C3NC4=C(C=C(C=C4)Br)F)OC. Drug 2: C1=NC2=C(N1)C(=S)N=C(N2)N. Cell line: KM12. Synergy scores: CSS=52.2, Synergy_ZIP=6.23, Synergy_Bliss=5.79, Synergy_Loewe=-2.35, Synergy_HSA=3.61.